From a dataset of Full USPTO retrosynthesis dataset with 1.9M reactions from patents (1976-2016). Predict the reactants needed to synthesize the given product. (1) Given the product [CH3:8][C:9]1[C:10]2[CH2:11][O:12][C:13](=[O:28])[C:14]=2[CH:15]=[CH:16][C:17]=1[C@H:18]1[O:23][CH2:22][C@@H:21]2[CH2:24][N:25]([C:41](=[O:42])[CH2:40][C:37]3[CH:36]=[CH:35][C:34]([N:29]4[CH:33]=[N:32][N:31]=[N:30]4)=[CH:39][CH:38]=3)[CH2:26][CH2:27][N:20]2[CH2:19]1, predict the reactants needed to synthesize it. The reactants are: FC(F)(F)C(O)=O.[CH3:8][C:9]1[C:17]([C@H:18]2[O:23][CH2:22][C@@H:21]3[CH2:24][NH:25][CH2:26][CH2:27][N:20]3[CH2:19]2)=[CH:16][CH:15]=[C:14]2[C:10]=1[CH2:11][O:12][C:13]2=[O:28].[N:29]1([C:34]2[CH:39]=[CH:38][C:37]([CH2:40][C:41](O)=[O:42])=[CH:36][CH:35]=2)[CH:33]=[N:32][N:31]=[N:30]1.C(Cl)CCl. (2) Given the product [Cl:8][C:6]1[N:5]=[C:4]([NH2:9])[N:3]=[C:2]([NH:12][CH2:10][CH3:11])[CH:7]=1, predict the reactants needed to synthesize it. The reactants are: Cl[C:2]1[CH:7]=[C:6]([Cl:8])[N:5]=[C:4]([NH2:9])[N:3]=1.[CH2:10]([NH2:12])[CH3:11].CCN(C(C)C)C(C)C. (3) Given the product [CH2:1]([N:3]([CH2:4][C:5]([N:7]1[CH2:12][CH2:11][O:10][C:9]2[CH:13]=[C:14]([N+:17]([O-:19])=[O:18])[CH:15]=[CH:16][C:8]1=2)=[O:6])[C:20](=[O:21])[O:22][C:23]([CH3:26])([CH3:25])[CH3:24])[CH3:2], predict the reactants needed to synthesize it. The reactants are: [CH2:1]([NH:3][CH2:4][C:5]([N:7]1[CH2:12][CH2:11][O:10][C:9]2[CH:13]=[C:14]([N+:17]([O-:19])=[O:18])[CH:15]=[CH:16][C:8]1=2)=[O:6])[CH3:2].[C:20](O[C:20]([O:22][C:23]([CH3:26])([CH3:25])[CH3:24])=[O:21])([O:22][C:23]([CH3:26])([CH3:25])[CH3:24])=[O:21].C(N(CC)CC)C. (4) The reactants are: Cl.F[C:3]1[CH:4]=[C:5]2[C:10](=[CH:11][CH:12]=1)[CH:9]=[N:8][CH:7]=[CH:6]2.[NH2:13][C@@H:14]1[CH2:19][CH2:18][C@H:17]([OH:20])[CH2:16][CH2:15]1. Given the product [CH:9]1[C:10]2[C:5](=[CH:4][C:3]([O:20][C@@H:17]3[CH2:18][CH2:19][C@H:14]([NH2:13])[CH2:15][CH2:16]3)=[CH:12][CH:11]=2)[CH:6]=[CH:7][N:8]=1, predict the reactants needed to synthesize it.